This data is from Full USPTO retrosynthesis dataset with 1.9M reactions from patents (1976-2016). The task is: Predict the reactants needed to synthesize the given product. (1) Given the product [CH3:67][O:68][C:69](=[O:70])[NH:71][CH:72]([C:73]([N:89]1[CH:95]([C:96]2[NH:97][C:98]([C:101]3[CH:106]=[CH:105][C:104]([C:107]4[CH:116]=[CH:115][C:114]5[C:109](=[CH:110][CH:111]=[C:112]([C:117]6[NH:118][C:119]([CH:41]7[CH2:45][CH2:44][CH2:43][N:42]7[C:46](=[O:59])[CH:47]([NH:54][C:55]([O:57][CH3:58])=[O:56])[C:48]7[CH:49]=[CH:50][CH:51]=[CH:52][CH:53]=7)=[N:120][CH:121]=6)[CH:113]=5)[CH:108]=4)=[CH:103][CH:102]=3)=[CH:99][N:100]=2)[CH2:94][C:91]2([CH2:93][CH2:92]2)[CH2:90]1)=[O:75])[CH:76]([O:141][CH3:137])[CH3:81], predict the reactants needed to synthesize it. The reactants are: COC(=O)NC(C1CCOCC1)C(N1CC(F)(F)CC1C1NC(C2C=CC(C3C=CC4C(=CC=C(C5NC([CH:41]6[CH2:45][CH2:44][CH2:43][N:42]6[C:46](=[O:59])[CH:47]([NH:54][C:55]([O:57][CH3:58])=[O:56])[C:48]6[CH:53]=[CH:52][CH:51]=[CH:50][CH:49]=6)=NC=5)C=4)C=3)=CC=2)=CN=1)=O.[CH3:67][O:68][C:69]([NH:71][CH:72]([CH:76]1[CH2:81]COCC1)[C:73]([OH:75])=O)=[O:70].C(OC([N:89]1[CH:95]([C:96]2[NH:97][C:98]([C:101]3[CH:106]=[CH:105][C:104]([C:107]4[CH:116]=[CH:115][C:114]5[C:109](=[CH:110][CH:111]=[C:112]([C:117]6[NH:118][C:119](C7CCCN7C(OCC7C=CC=CC=7)=O)=[N:120][CH:121]=6)[CH:113]=5)[CH:108]=4)=[CH:103][CH:102]=3)=[CH:99][N:100]=2)[CH2:94][C:91]2([CH2:93][CH2:92]2)[CH2:90]1)=O)(C)(C)C.[C:137]([O:141]C(N1CC(F)(F)CC1C1NC(C2C=CC(C3C=CC4C(=CC=C(C5NC(C6CCCN6C(OCC6C=CC=CC=6)=O)=NC=5)C=4)C=3)=CC=2)=CN=1)=O)(C)(C)C. (2) Given the product [F:17][C:14]1[CH:13]=[CH:12][C:11]([C:7]2[CH2:8][CH2:9][C:4](=[O:3])[CH2:5][CH:6]=2)=[CH:16][CH:15]=1, predict the reactants needed to synthesize it. The reactants are: C1O[C:4]2([CH2:9][CH2:8][C:7]([C:11]3[CH:16]=[CH:15][C:14]([F:17])=[CH:13][CH:12]=3)(O)[CH2:6][CH2:5]2)[O:3]C1.O. (3) Given the product [Si:5]([O:8][C:9]1[CH:14]=[CH:13][CH:12]=[CH:11][C:10]=1[CH2:15]/[CH:16]=[CH:17]/[C:18]([O:22][C:23]([CH3:26])([CH3:25])[CH3:24])=[O:21])([C:1]([CH3:4])([CH3:3])[CH3:2])([CH3:7])[CH3:6], predict the reactants needed to synthesize it. The reactants are: [C:1]([Si:5]([O:8][C:9]1[CH:14]=[CH:13][CH:12]=[CH:11][C:10]=1[CH2:15][CH:16]=[CH2:17])([CH3:7])[CH3:6])([CH3:4])([CH3:3])[CH3:2].[C:18]([O:22][C:23]([CH3:26])([CH3:25])[CH3:24])(=[O:21])C=C. (4) Given the product [CH3:1][CH2:2][N:3]([C:21]([CH3:23])=[O:22])[C:4]1[CH:5]=[CH:6][CH:7]=[C:8]([C:10]2[N:15]3[N:16]=[CH:17][C:18]([C:19]#[N:20])=[C:14]3[N:13]=[CH:12][CH:11]=2)[CH:9]=1.[BrH:27], predict the reactants needed to synthesize it. The reactants are: [CH3:1][CH2:2][N:3]([C:21]([CH3:23])=[O:22])[C:4]1[CH:5]=[CH:6][CH:7]=[C:8]([C:10]2[N:15]3[N:16]=[CH:17][C:18]([C:19]#[N:20])=[C:14]3[N:13]=[CH:12][CH:11]=2)[CH:9]=1.ClCCl.[BrH:27].CC(O)=O.C(OCC)C. (5) Given the product [Cl:1][C:2]1[CH:3]=[CH:4][C:5]2[N:6]([C:31]([NH:30][CH:32]([CH3:34])[CH3:33])=[C:13]([C:12]3[CH:15]=[CH:16][CH:17]=[C:10]([Cl:9])[CH:11]=3)[N:8]=2)[CH:7]=1, predict the reactants needed to synthesize it. The reactants are: [Cl:1][C:2]1[CH:3]=[CH:4][C:5]([NH2:8])=[N:6][CH:7]=1.[Cl:9][C:10]1[CH:11]=[C:12]([CH:15]=[CH:16][CH:17]=1)[CH:13]=O.O.C1(C)C=CC(S(O)(=O)=O)=CC=1.[N+:30]([CH:32]([CH3:34])[CH3:33])#[C-:31].